This data is from Full USPTO retrosynthesis dataset with 1.9M reactions from patents (1976-2016). The task is: Predict the reactants needed to synthesize the given product. (1) Given the product [C:1]1([C:7]2[S:8][CH:9]=[C:10]([CH2:12][O:13][C:15]3[CH:16]=[CH:17][C:18]([CH2:21][OH:22])=[CH:19][N:20]=3)[N:11]=2)[CH:2]=[CH:3][CH:4]=[CH:5][CH:6]=1, predict the reactants needed to synthesize it. The reactants are: [C:1]1([C:7]2[S:8][CH:9]=[C:10]([CH2:12][OH:13])[N:11]=2)[CH:6]=[CH:5][CH:4]=[CH:3][CH:2]=1.Cl[C:15]1[N:20]=[CH:19][C:18]([C:21](OC)=[O:22])=[CH:17][CH:16]=1.[H-].[Na+].O. (2) Given the product [NH:7]1[C:11]2=[N:12][CH:13]=[CH:14][CH:15]=[C:10]2[CH:9]=[CH:8]1, predict the reactants needed to synthesize it. The reactants are: COCCOC[N:7]1[C:11]2=[N:12][CH:13]=[C:14](N3CCOCC3)[CH:15]=[C:10]2[C:9](C2C=CC=CC=2OC)=[CH:8]1.C(O)=O.C(=O)(O)[O-].[Na+].C(OCC)(=O)C. (3) The reactants are: [Br:1][C:2]1[C:10]([C:11]([C:13]2[CH:18]=[CH:17][C:16]([O:19][CH3:20])=[CH:15][CH:14]=2)=O)=[CH:9][C:8]([Br:21])=[C:7]2[C:3]=1[CH2:4][CH2:5][CH2:6]2.C([SiH](CC)CC)C.B(F)(F)F.CCOCC.C([O-])([O-])=O.[K+].[K+]. Given the product [Br:1][C:2]1[C:10]([CH2:11][C:13]2[CH:18]=[CH:17][C:16]([O:19][CH3:20])=[CH:15][CH:14]=2)=[CH:9][C:8]([Br:21])=[C:7]2[C:3]=1[CH2:4][CH2:5][CH2:6]2, predict the reactants needed to synthesize it. (4) Given the product [Br:1][CH2:2][C:3]1[CH:8]=[CH:7][C:6]([S:9]([NH:16][CH:13]2[CH2:15][CH2:14]2)(=[O:11])=[O:10])=[CH:5][CH:4]=1, predict the reactants needed to synthesize it. The reactants are: [Br:1][CH2:2][C:3]1[CH:8]=[CH:7][C:6]([S:9](Cl)(=[O:11])=[O:10])=[CH:5][CH:4]=1.[CH:13]1([NH2:16])[CH2:15][CH2:14]1.C(N(CC)CC)C. (5) Given the product [OH:28][C@@H:23]1[C@@H:22]([C:17]2[CH:18]=[CH:19][CH:20]=[CH:21][C:16]=2[CH3:29])[CH2:27][CH2:26][N:25]([C:9]([O:11][C:12]([CH3:13])([CH3:14])[CH3:15])=[O:10])[CH2:24]1, predict the reactants needed to synthesize it. The reactants are: [C:9](O[C:9]([O:11][C:12]([CH3:15])([CH3:14])[CH3:13])=[O:10])([O:11][C:12]([CH3:15])([CH3:14])[CH3:13])=[O:10].[C:16]1([CH3:29])[CH:21]=[CH:20][CH:19]=[CH:18][C:17]=1[C@H:22]1[CH2:27][CH2:26][NH:25][CH2:24][C@@H:23]1[OH:28].C(=O)([O-])O.[Na+].